From a dataset of Forward reaction prediction with 1.9M reactions from USPTO patents (1976-2016). Predict the product of the given reaction. (1) Given the reactants [CH:1]1([CH2:4][O:5][C:6]2[N:11]=[C:10]([C:12]([OH:14])=O)[CH:9]=[CH:8][C:7]=2[N:15]2[CH2:18][C:17]([F:20])([F:19])[CH2:16]2)[CH2:3][CH2:2]1.[NH2:21][C:22]1([CH2:26][C:27]([NH:29][CH3:30])=[O:28])[CH2:25][O:24][CH2:23]1, predict the reaction product. The product is: [CH3:30][NH:29][C:27]([CH2:26][C:22]1([NH:21][C:12]([C:10]2[CH:9]=[CH:8][C:7]([N:15]3[CH2:18][C:17]([F:20])([F:19])[CH2:16]3)=[C:6]([O:5][CH2:4][CH:1]3[CH2:2][CH2:3]3)[N:11]=2)=[O:14])[CH2:25][O:24][CH2:23]1)=[O:28]. (2) Given the reactants [H-].[Na+].[NH:3]1[CH:8]=[CH:7][CH:6]=[CH:5][C:4]1=[O:9].Br[CH2:11][C:12]([O:14][CH2:15][CH3:16])=[O:13], predict the reaction product. The product is: [CH2:15]([O:14][C:12](=[O:13])[CH2:11][N:3]1[CH:8]=[CH:7][CH:6]=[CH:5][C:4]1=[O:9])[CH3:16].